This data is from Reaction yield outcomes from USPTO patents with 853,638 reactions. The task is: Predict the reaction yield, written as a fraction of the theoretical maximum amount of product (1.0 means a 100% yield; for example, 0.34 means a 34% yield). (1) The reactants are [F:1][C:2]1[CH:7]=[C:6]([N+:8]([O-:10])=[O:9])[CH:5]=[CH:4][C:3]=1[N:11]1[CH2:16][C@@H:15]([CH3:17])[N:14]([CH3:18])[CH2:13][C@@H:12]1C.F[C:21]1C=C([N+]([O-])=O)C=CC=1N1C[C@H](C)N[C@H](C)C1. No catalyst specified. The product is [F:1][C:2]1[CH:7]=[C:6]([N+:8]([O-:10])=[O:9])[CH:5]=[CH:4][C:3]=1[N:11]1[CH2:12][C@@H:13]([CH3:21])[N:14]([CH3:18])[C@@H:15]([CH3:17])[CH2:16]1. The yield is 1.00. (2) The reactants are [Cl:1][C:2]1[CH:3]=[C:4]([C@@H:12]([CH2:25][CH:26]2[CH2:30][CH2:29][CH2:28][CH2:27]2)[C:13]([NH:15][C:16]2[CH:21]=[N:20][C:19]([CH2:22][S:23][CH3:24])=[CH:18][N:17]=2)=[O:14])[CH:5]=[CH:6][C:7]=1[S:8]([CH3:11])(=[O:10])=[O:9].[OH:31]O. The catalyst is C(O)=O. The product is [Cl:1][C:2]1[CH:3]=[C:4]([C@@H:12]([CH2:25][CH:26]2[CH2:27][CH2:28][CH2:29][CH2:30]2)[C:13]([NH:15][C:16]2[CH:21]=[N:20][C:19]([CH2:22][S:23]([CH3:24])=[O:31])=[CH:18][N:17]=2)=[O:14])[CH:5]=[CH:6][C:7]=1[S:8]([CH3:11])(=[O:9])=[O:10]. The yield is 0.510. (3) The yield is 0.770. No catalyst specified. The product is [CH2:23]([O:22][C:20]([NH:19][CH2:45][CH2:46][O:11][C:8]1[CH:9]=[CH:10][C:5]([CH2:4][C:3]([O:2][CH3:1])=[O:12])=[CH:6][CH:7]=1)=[O:21])[C:24]1[CH:29]=[CH:30][CH:25]=[CH:26][CH:27]=1. The reactants are [CH3:1][O:2][C:3](=[O:12])[CH2:4][C:5]1[CH:10]=[CH:9][C:8]([OH:11])=[CH:7][CH:6]=1.[CH3:24][CH2:23][O:22][C:20](/[N:19]=[N:19]/[C:20]([O:22][CH2:23][CH3:24])=[O:21])=[O:21].[C:25]1(P([C:25]2[CH:30]=[CH:29]C=[CH:27][CH:26]=2)[C:25]2[CH:30]=[CH:29]C=[CH:27][CH:26]=2)[CH:30]=[CH:29]C=[CH:27][CH:26]=1.O1CC[CH2:46][CH2:45]1. (4) The catalyst is CN(C=O)C.O.C(Cl)Cl. The product is [Br:1][C:2]1[CH:3]=[C:4]([N:12]([CH2:19][CH:20]([F:21])[F:22])[CH:13]2[CH2:18][CH2:17][O:16][CH2:15][CH2:14]2)[C:5]([CH3:11])=[C:6]([CH:10]=1)[C:7]([NH:56][CH2:57][C:58]1[C:59](=[O:66])[NH:60][C:61]([CH3:65])=[CH:62][C:63]=1[CH3:64])=[O:9]. The yield is 0.770. The reactants are [Br:1][C:2]1[CH:3]=[C:4]([N:12]([CH2:19][CH:20]([F:22])[F:21])[CH:13]2[CH2:18][CH2:17][O:16][CH2:15][CH2:14]2)[C:5]([CH3:11])=[C:6]([CH:10]=1)[C:7]([OH:9])=O.CN(C(ON1N=NC2C=CC=NC1=2)=[N+](C)C)C.F[P-](F)(F)(F)(F)F.CCN(C(C)C)C(C)C.[NH2:56][CH2:57][C:58]1[C:59](=[O:66])[NH:60][C:61]([CH3:65])=[CH:62][C:63]=1[CH3:64]. (5) The reactants are [S:1]1[CH:5]=[N:4][N:3]=[C:2]1[NH2:6].Cl[C:8]([O:10][C:11]1[CH:16]=[CH:15][CH:14]=[CH:13][CH:12]=1)=[O:9].O. The catalyst is CC(N(C)C)=O. The product is [S:1]1[CH:5]=[N:4][N:3]=[C:2]1[NH:6][C:8](=[O:9])[O:10][C:11]1[CH:16]=[CH:15][CH:14]=[CH:13][CH:12]=1. The yield is 0.760. (6) The reactants are [CH3:1][O:2][C:3](=[O:36])[NH:4][C@H:5]([C:9]([N:11]1[CH2:15][CH2:14][CH2:13][C@H:12]1[C:16]1[NH:17][C:18]([C:21]2[CH:26]=[CH:25][C:24]([C:27]3[S:31][C:30]4[CH:32]=[C:33](Br)[S:34][C:29]=4[CH:28]=3)=[CH:23][CH:22]=2)=[CH:19][N:20]=1)=[O:10])[CH:6]([CH3:8])[CH3:7].C(OC([N:44]1[C:48]([Sn](CCCC)(CCCC)CCCC)=[CH:47][N:46]=[C:45]1[C@@H:62]1[CH2:66][CH2:65][CH2:64][N:63]1[C:67]([O:69][C:70]([CH3:73])([CH3:72])[CH3:71])=[O:68])=O)(C)(C)C. The catalyst is C1(C)C=CC=CC=1.C1C=CC([P]([Pd]([P](C2C=CC=CC=2)(C2C=CC=CC=2)C2C=CC=CC=2)([P](C2C=CC=CC=2)(C2C=CC=CC=2)C2C=CC=CC=2)[P](C2C=CC=CC=2)(C2C=CC=CC=2)C2C=CC=CC=2)(C2C=CC=CC=2)C2C=CC=CC=2)=CC=1. The product is [C:70]([O:69][C:67]([N:63]1[CH2:64][CH2:65][CH2:66][C@H:62]1[C:45]1[NH:46][C:47]([C:33]2[S:34][C:29]3[CH:28]=[C:27]([C:24]4[CH:25]=[CH:26][C:21]([C:18]5[NH:17][C:16]([C@@H:12]6[CH2:13][CH2:14][CH2:15][N:11]6[C:9](=[O:10])[C@@H:5]([NH:4][C:3]([O:2][CH3:1])=[O:36])[CH:6]([CH3:8])[CH3:7])=[N:20][CH:19]=5)=[CH:22][CH:23]=4)[S:31][C:30]=3[CH:32]=2)=[CH:48][N:44]=1)=[O:68])([CH3:73])([CH3:71])[CH3:72]. The yield is 0.430. (7) The catalyst is C(Cl)Cl.CN(C=O)C. The reactants are [CH3:1][C:2]([CH3:26])([CH3:25])[C:3]([O:5][CH2:6][C:7]1[CH:8]=[C:9]([C:22]([OH:24])=O)[C:10]([C:13]2[CH:18]=[C:17]([O:19][CH3:20])[CH:16]=[CH:15][C:14]=2[F:21])=[CH:11][CH:12]=1)=[O:4].S(Cl)(Cl)=O.[CH:31]([NH2:34])([CH3:33])[CH3:32]. The yield is 0.790. The product is [CH3:25][C:2]([CH3:1])([CH3:26])[C:3]([O:5][CH2:6][C:7]1[CH:12]=[CH:11][C:10]([C:13]2[CH:18]=[C:17]([O:19][CH3:20])[CH:16]=[CH:15][C:14]=2[F:21])=[C:9]([C:22]([NH:34][CH:31]([CH3:33])[CH3:32])=[O:24])[CH:8]=1)=[O:4]. (8) The reactants are [F:1][C:2]1[C:7]([F:8])=[CH:6][C:5]([C:9]2([CH2:24]O)[C:17]3[C:12](=[CH:13][CH:14]=[CH:15][CH:16]=3)[N:11]([CH2:18][CH2:19][CH2:20][CH2:21][CH3:22])[C:10]2=[O:23])=[C:4]([OH:26])[CH:3]=1.C1(CCN2C3C(=CC=CC=3)C(C3C(O)=CC4OCOC=4C=3)(CO)C2=O)CC1. No catalyst specified. The product is [F:8][C:7]1[C:2]([F:1])=[CH:3][C:4]2[O:26][CH2:24][C:9]3([C:17]4[C:12](=[CH:13][CH:14]=[CH:15][CH:16]=4)[N:11]([CH2:18][CH2:19][CH2:20][CH2:21][CH3:22])[C:10]3=[O:23])[C:5]=2[CH:6]=1. The yield is 0.710.